This data is from Forward reaction prediction with 1.9M reactions from USPTO patents (1976-2016). The task is: Predict the product of the given reaction. (1) The product is: [O:45]=[C:35]1[C:43]2[C:38](=[CH:39][CH:40]=[CH:41][CH:42]=2)[C:37](=[O:44])[N:36]1[CH2:2][CH2:3][C:4]1[CH:5]=[C:6]2[C:12]3([CH2:17][CH2:16][N:15]([C:18]([O:20][C:21]([CH3:22])([CH3:23])[CH3:24])=[O:19])[CH2:14][CH2:13]3)[CH2:11][N:10]([C:25]3[C:26]4[C@H:33]([CH3:34])[CH2:32][CH2:31][C:27]=4[N:28]=[CH:29][N:30]=3)[C:7]2=[CH:8][CH:9]=1. Given the reactants O[CH2:2][CH2:3][C:4]1[CH:5]=[C:6]2[C:12]3([CH2:17][CH2:16][N:15]([C:18]([O:20][C:21]([CH3:24])([CH3:23])[CH3:22])=[O:19])[CH2:14][CH2:13]3)[CH2:11][N:10]([C:25]3[C:26]4[C@H:33]([CH3:34])[CH2:32][CH2:31][C:27]=4[N:28]=[CH:29][N:30]=3)[C:7]2=[CH:8][CH:9]=1.[C:35]1(=[O:45])[C:43]2[C:38](=[CH:39][CH:40]=[CH:41][CH:42]=2)[C:37](=[O:44])[NH:36]1.C1C=CC(P(C2C=CC=CC=2)C2C=CC=CC=2)=CC=1.CCOC(/N=N/C(OCC)=O)=O, predict the reaction product. (2) Given the reactants C[O:2][C:3]([C:5]1[S:6][C:7]([C:13]#[C:14][CH:15]2[CH2:17][CH2:16]2)=[CH:8][C:9]=1[N+:10]([O-])=O)=[O:4], predict the reaction product. The product is: [NH2:10][C:9]1[CH:8]=[C:7]([CH2:13][CH2:14][CH:15]2[CH2:17][CH2:16]2)[S:6][C:5]=1[C:3]([OH:4])=[O:2]. (3) Given the reactants FC1C=CC(C(Cl)=O)=CC=1.NC1C=CC=CC=1O.[F:19][C:20]1[CH:44]=[CH:43][C:23]([C:24]([NH:26][C:27]2[CH:32]=[CH:31][CH:30]=[CH:29][C:28]=2[O:33]C(=O)C2C=CC(F)=CC=2)=[O:25])=[CH:22][CH:21]=1, predict the reaction product. The product is: [F:19][C:20]1[CH:44]=[CH:43][C:23]([C:24]([NH:26][C:27]2[CH:32]=[CH:31][CH:30]=[CH:29][C:28]=2[OH:33])=[O:25])=[CH:22][CH:21]=1. (4) Given the reactants Cl[C:2]1[N:7]=[CH:6][N:5]=[C:4]([NH:8][C:9]2[S:10][C:11]([C:14]#[N:15])=[CH:12][N:13]=2)[CH:3]=1.[N:16]1([CH2:22][CH2:23][N:24]2[CH2:28][CH2:27][NH:26][C:25]2=[O:29])[CH2:21][CH2:20][NH:19][CH2:18][CH2:17]1.CCN(C(C)C)C(C)C, predict the reaction product. The product is: [O:29]=[C:25]1[NH:26][CH2:27][CH2:28][N:24]1[CH2:23][CH2:22][N:16]1[CH2:21][CH2:20][N:19]([C:2]2[N:7]=[CH:6][N:5]=[C:4]([NH:8][C:9]3[S:10][C:11]([C:14]#[N:15])=[CH:12][N:13]=3)[CH:3]=2)[CH2:18][CH2:17]1. (5) Given the reactants [Br:1][C:2]1[C:10]([F:11])=[CH:9][CH:8]=[C:7]2[C:3]=1[CH2:4][CH2:5][CH:6]2O.CC1C=CC(S(O)(=O)=O)=CC=1, predict the reaction product. The product is: [Br:1][C:2]1[C:10]([F:11])=[CH:9][CH:8]=[C:7]2[C:3]=1[CH2:4][CH:5]=[CH:6]2. (6) The product is: [C:22]([O:21][C:19]([NH:16][C:14]1[CH:13]=[C:8]([CH:7]=[C:6]([Cl:5])[CH:15]=1)[C:9]([O:11][CH3:12])=[O:10])=[O:20])([CH3:25])([CH3:24])[CH3:23]. Given the reactants C(O)(=O)C.[Cl:5][C:6]1[CH:7]=[C:8]([CH:13]=[C:14]([N+:16]([O-])=O)[CH:15]=1)[C:9]([O:11][CH3:12])=[O:10].[C:19](O[C:19]([O:21][C:22]([CH3:25])([CH3:24])[CH3:23])=[O:20])([O:21][C:22]([CH3:25])([CH3:24])[CH3:23])=[O:20].C(=O)(O)[O-].[Na+], predict the reaction product.